From a dataset of Full USPTO retrosynthesis dataset with 1.9M reactions from patents (1976-2016). Predict the reactants needed to synthesize the given product. The reactants are: [CH3:1][C:2]1[CH:6]=[C:5]([CH2:7][C:8]([NH:10][C:11]2[CH:16]=[CH:15][CH:14]=[CH:13][CH:12]=2)=[O:9])[O:4][N:3]=1.[CH3:17]OC(OC)N(C)C.[CH3:25][CH2:26][O:27][C:28]1[CH:29]=[CH:30][C:31]([NH2:34])=[CH:32][CH:33]=1. Given the product [CH2:26]([O:27][C:28]1[CH:33]=[CH:32][C:31]([NH:34][CH:17]=[C:7]([C:5]2[O:4][N:3]=[C:2]([CH3:1])[CH:6]=2)[C:8]([NH:10][C:11]2[CH:16]=[CH:15][CH:14]=[CH:13][CH:12]=2)=[O:9])=[CH:30][CH:29]=1)[CH3:25], predict the reactants needed to synthesize it.